From a dataset of Peptide-MHC class I binding affinity with 185,985 pairs from IEDB/IMGT. Regression. Given a peptide amino acid sequence and an MHC pseudo amino acid sequence, predict their binding affinity value. This is MHC class I binding data. (1) The peptide sequence is STITNEFCV. The MHC is HLA-A02:06 with pseudo-sequence HLA-A02:06. The binding affinity (normalized) is 0.570. (2) The peptide sequence is PSDFFYLLF. The MHC is HLA-B40:01 with pseudo-sequence HLA-B40:01. The binding affinity (normalized) is 0.0847. (3) The peptide sequence is EFVSANLAM. The MHC is HLA-B07:02 with pseudo-sequence HLA-B07:02. The binding affinity (normalized) is 0.0847. (4) The peptide sequence is KPARGGSSI. The MHC is HLA-B15:09 with pseudo-sequence HLA-B15:09. The binding affinity (normalized) is 0.275. (5) The peptide sequence is RQDILDLWIY. The MHC is HLA-B45:01 with pseudo-sequence HLA-B45:01. The binding affinity (normalized) is 0. (6) The peptide sequence is TRAIRGEQQ. The MHC is Mamu-B03 with pseudo-sequence Mamu-B03. The binding affinity (normalized) is 0.405. (7) The peptide sequence is FQPQNGLFI. The MHC is H-2-Db with pseudo-sequence H-2-Db. The binding affinity (normalized) is 0.202. (8) The peptide sequence is IGLSSRATW. The MHC is HLA-B57:01 with pseudo-sequence HLA-B57:01. The binding affinity (normalized) is 0.642. (9) The peptide sequence is TRDHVNLVL. The MHC is HLA-A02:12 with pseudo-sequence HLA-A02:12. The binding affinity (normalized) is 0.0847. (10) The peptide sequence is SLCFLLTQK. The binding affinity (normalized) is 0.203. The MHC is HLA-A33:01 with pseudo-sequence HLA-A33:01.